Predict the reactants needed to synthesize the given product. From a dataset of Full USPTO retrosynthesis dataset with 1.9M reactions from patents (1976-2016). (1) Given the product [Br:3][C:4]1[CH:9]=[CH:8][C:7]([N:10]2[C:21]3[C:13](=[C:14]4[N:18]([C:19](=[O:23])[C:20]=3[CH3:22])[CH2:17][CH2:16][CH2:15]4)[N:12]([S:29]([CH:26]3[CH2:28][CH2:27]3)(=[O:31])=[O:30])[C:11]2=[O:24])=[C:6]([F:25])[CH:5]=1, predict the reactants needed to synthesize it. The reactants are: [H-].[Na+].[Br:3][C:4]1[CH:9]=[CH:8][C:7]([N:10]2[C:21]3[C:13](=[C:14]4[N:18]([C:19](=[O:23])[C:20]=3[CH3:22])[CH2:17][CH2:16][CH2:15]4)[NH:12][C:11]2=[O:24])=[C:6]([F:25])[CH:5]=1.[CH:26]1([S:29](Cl)(=[O:31])=[O:30])[CH2:28][CH2:27]1.CO. (2) Given the product [Br:1][C:2]1[CH:7]=[CH:6][C:5]([N:15]2[CH2:16][CH2:17][N:12]([C:18](=[O:20])[CH3:19])[CH2:13][CH2:14]2)=[C:4]([N+:9]([O-:11])=[O:10])[CH:3]=1, predict the reactants needed to synthesize it. The reactants are: [Br:1][C:2]1[CH:7]=[CH:6][C:5](F)=[C:4]([N+:9]([O-:11])=[O:10])[CH:3]=1.[N:12]1([C:18](=[O:20])[CH3:19])[CH2:17][CH2:16][NH:15][CH2:14][CH2:13]1.C(=O)([O-])[O-].[Cs+].[Cs+]. (3) Given the product [ClH:57].[NH2:48][CH2:47][C@H:44]1[CH2:45][CH2:46][C@H:41]([C:39]([NH:38][C@H:14]([C:13]([NH:12][C:4]2[CH:3]=[C:2]([F:1])[C:10]3[O:9][C:8](=[O:11])[NH:7][C:6]=3[CH:5]=2)=[O:56])[CH2:15][C:16]2[CH:17]=[CH:18][C:19]([C:22]3[CH:27]=[CH:26][C:25]([C:28]([NH:29][C@H:30]4[CH2:34][CH2:33][NH:32][C:31]4=[O:35])=[O:36])=[CH:24][C:23]=3[CH3:37])=[CH:20][CH:21]=2)=[O:40])[CH2:42][CH2:43]1, predict the reactants needed to synthesize it. The reactants are: [F:1][C:2]1[C:10]2[O:9][C:8](=[O:11])[NH:7][C:6]=2[CH:5]=[C:4]([NH:12][C:13](=[O:56])[C@@H:14]([NH:38][C:39]([C@H:41]2[CH2:46][CH2:45][C@H:44]([CH2:47][NH:48]C(=O)OC(C)(C)C)[CH2:43][CH2:42]2)=[O:40])[CH2:15][C:16]2[CH:21]=[CH:20][C:19]([C:22]3[CH:27]=[CH:26][C:25]([C:28](=[O:36])[NH:29][C@H:30]4[CH2:34][CH2:33][NH:32][C:31]4=[O:35])=[CH:24][C:23]=3[CH3:37])=[CH:18][CH:17]=2)[CH:3]=1.[ClH:57].C(#N)C. (4) Given the product [CH3:35][CH:34]([CH3:36])[CH2:33][C@@H:32]([B:4]1[O:5][C@H:83]([CH2:85][C:86]([OH:88])=[O:87])[C:82](=[O:89])[O:3]1)[NH:37][C:38](=[O:56])[C@@H:39]([NH:47][C:48]([C:50]1[CH:55]=[N:54][CH:53]=[CH:52][N:51]=1)=[O:49])[CH2:40][C:41]1[CH:46]=[CH:45][CH:44]=[CH:43][CH:42]=1, predict the reactants needed to synthesize it. The reactants are: O1B([C@@H](NC(=O)[C@@H](NC(C2C=NC=CN=2)=O)CC2C=CC=CC=2)CC(C)C)[O:5][B:4]([C@@H:32]([NH:37][C:38](=[O:56])[C@@H:39]([NH:47][C:48]([C:50]2[CH:55]=[N:54][CH:53]=[CH:52][N:51]=2)=[O:49])[CH2:40][C:41]2[CH:46]=[CH:45][CH:44]=[CH:43][CH:42]=2)[CH2:33][CH:34]([CH3:36])[CH3:35])[O:3]B1[C@@H](NC(=O)[C@@H](NC(C1C=NC=CN=1)=O)CC1C=CC=CC=1)CC(C)C.[C:82](O)(=[O:89])[C@@H:83]([CH2:85][C:86]([OH:88])=[O:87])O. (5) Given the product [Cl:24][C:25]1[CH:30]=[C:29]([CH:20]2[CH2:21][CH2:22][N:17]([C:15]([O:14][C:10]([CH3:13])([CH3:12])[CH3:11])=[O:16])[CH2:18][CH2:19]2)[CH:28]=[C:27]([Cl:32])[N:26]=1, predict the reactants needed to synthesize it. The reactants are: C[Si](Cl)(C)C.BrCCBr.[C:10]([O:14][C:15]([N:17]1[CH2:22][CH2:21][CH:20](I)[CH2:19][CH2:18]1)=[O:16])([CH3:13])([CH3:12])[CH3:11].[Cl:24][C:25]1[CH:30]=[C:29](I)[CH:28]=[C:27]([Cl:32])[N:26]=1.